From a dataset of Catalyst prediction with 721,799 reactions and 888 catalyst types from USPTO. Predict which catalyst facilitates the given reaction. Reactant: [C:1]([O:12][C:13]([CH3:16])([CH3:15])[CH3:14])(=[O:11])/[CH:2]=[CH:3]/[C:4]([O:6][C:7]([CH3:10])([CH3:9])[CH3:8])=[O:5].[C:17]([O:28][CH2:29][CH2:30][CH2:31][CH3:32])(=[O:27])/[CH:18]=[CH:19]/[C:20]([O:22][CH2:23][CH2:24][CH2:25][CH3:26])=[O:21]. Product: [C:4]([O:6][C:7]([CH3:10])([CH3:9])[CH3:8])(=[O:5])/[CH:3]=[CH:2]/[C:1]([O:12][C:13]([CH3:14])([CH3:16])[CH3:15])=[O:11].[C:20]([O:22][CH2:23][CH2:24][CH2:25][CH3:26])(=[O:21])/[CH:19]=[CH:18]/[C:17]([O:28][CH2:29][CH2:30][CH2:31][CH3:32])=[O:27]. The catalyst class is: 6.